This data is from Forward reaction prediction with 1.9M reactions from USPTO patents (1976-2016). The task is: Predict the product of the given reaction. Given the reactants [OH:1][C@H:2]1[C@H:6]2[O:7][CH2:8][C@:3]1([CH2:18][OH:19])[O:4][C@H:5]2[N:9]1[CH:17]=[C:15]([CH3:16])[C:13](=[O:14])[NH:12][C:10]1=[O:11].[C:20](OC(=O)C)(=[O:22])[CH3:21].[CH2:27]([OH:29])[CH3:28], predict the reaction product. The product is: [C:20]([O:1][C@H:2]1[C@H:6]2[O:7][CH2:8][C@@:3]1([CH2:18][O:19][C:27](=[O:29])[CH3:28])[O:4][C@H:5]2[N:9]1[CH:17]=[C:15]([CH3:16])[C:13](=[O:14])[NH:12][C:10]1=[O:11])(=[O:22])[CH3:21].